From a dataset of Full USPTO retrosynthesis dataset with 1.9M reactions from patents (1976-2016). Predict the reactants needed to synthesize the given product. The reactants are: [H-].[Na+].[Br:3][C:4]1[CH:9]=[CH:8][C:7]([N:10]2[C:21]3[C:13](=[C:14]4[N:18]([C:19](=[O:23])[C:20]=3[F:22])[CH2:17][CH2:16][CH2:15]4)[NH:12][C:11]2=[O:24])=[C:6]([F:25])[CH:5]=1.[CH3:26][C:27]([O:30][C:31](O[C:31]([O:30][C:27]([CH3:29])([CH3:28])[CH3:26])=[O:32])=[O:32])([CH3:29])[CH3:28]. Given the product [C:27]([O:30][C:31]([N:12]1[C:13]2[C:21](=[C:20]([F:22])[C:19](=[O:23])[N:18]3[C:14]=2[CH2:15][CH2:16][CH2:17]3)[N:10]([C:7]2[CH:8]=[CH:9][C:4]([Br:3])=[CH:5][C:6]=2[F:25])[C:11]1=[O:24])=[O:32])([CH3:29])([CH3:28])[CH3:26], predict the reactants needed to synthesize it.